Dataset: Forward reaction prediction with 1.9M reactions from USPTO patents (1976-2016). Task: Predict the product of the given reaction. (1) Given the reactants [C:1]([O:9][CH2:10][CH3:11])(=[O:8])[CH2:2][C:3]([O:5][CH2:6][CH3:7])=[O:4].[O-]CC.[Na+].[Na].Cl[CH2:18][CH2:19][O:20][CH2:21][CH2:22]Cl, predict the reaction product. The product is: [CH2:10]([O:9][C:1]([C:2]1([C:3]([O:5][CH2:6][CH3:7])=[O:4])[CH2:22][CH2:21][O:20][CH2:19][CH2:18]1)=[O:8])[CH3:11]. (2) Given the reactants C1C(=O)N([Br:8])C(=O)C1.[F:9][C:10]1[CH:11]=[CH:12][CH:13]=[C:14]2[C:19]=1[NH:18][C:17](=[O:20])[CH2:16][CH2:15]2.O, predict the reaction product. The product is: [Br:8][C:12]1[CH:13]=[C:14]2[C:19](=[C:10]([F:9])[CH:11]=1)[NH:18][C:17](=[O:20])[CH2:16][CH2:15]2. (3) The product is: [CH:1]1([C:7]([N:9]([C:27]2[CH:32]=[CH:31][CH:30]=[CH:29][C:28]=2[O:33][C:34]([F:36])([F:37])[F:35])[CH2:10][CH2:11][N:12]2[CH2:13][CH2:14][N:15]([C:18]3[CH:23]=[CH:22][C:21]([O:24][C:43]([NH:42][CH2:40][CH3:41])=[O:44])=[CH:20][C:19]=3[O:25][CH3:26])[CH2:16][CH2:17]2)=[O:8])[CH2:6][CH2:5][CH2:4][CH2:3][CH2:2]1. Given the reactants [CH:1]1([C:7]([N:9]([C:27]2[CH:32]=[CH:31][CH:30]=[CH:29][C:28]=2[O:33][C:34]([F:37])([F:36])[F:35])[CH2:10][CH2:11][N:12]2[CH2:17][CH2:16][N:15]([C:18]3[CH:23]=[CH:22][C:21]([OH:24])=[CH:20][C:19]=3[O:25][CH3:26])[CH2:14][CH2:13]2)=[O:8])[CH2:6][CH2:5][CH2:4][CH2:3][CH2:2]1.[H-].[Na+].[CH2:40]([N:42]=[C:43]=[O:44])[CH3:41], predict the reaction product. (4) Given the reactants CS(O[CH2:6][CH2:7][CH2:8][S:9]([C:12]1[CH:17]=[CH:16][C:15]([N+:18]([O-:20])=[O:19])=[CH:14][C:13]=1[O:21][CH3:22])(=[O:11])=[O:10])(=O)=O.[NH:23]1[CH2:28][CH2:27][O:26][CH2:25][CH2:24]1.C([O-])([O-])=O.[K+].[K+], predict the reaction product. The product is: [CH3:22][O:21][C:13]1[CH:14]=[C:15]([N+:18]([O-:20])=[O:19])[CH:16]=[CH:17][C:12]=1[S:9]([CH2:8][CH2:7][CH2:6][N:23]1[CH2:28][CH2:27][O:26][CH2:25][CH2:24]1)(=[O:11])=[O:10]. (5) Given the reactants [CH3:1][NH:2][C:3]([NH2:5])=[O:4].[H-].[Na+].[CH2:8]([C:15]([CH3:26])([C:21]([O:23]CC)=O)[C:16]([O:18]CC)=O)[C:9]1[CH:14]=[CH:13][CH:12]=[CH:11][CH:10]=1, predict the reaction product. The product is: [CH2:8]([C:15]1([CH3:26])[C:16](=[O:18])[N:2]([CH3:1])[C:3](=[O:4])[NH:5][C:21]1=[O:23])[C:9]1[CH:10]=[CH:11][CH:12]=[CH:13][CH:14]=1. (6) Given the reactants [F:1][C:2]1[CH:3]=[C:4]([C@H:9]([CH2:40][OH:41])[C@@H:10]([C:33]2[CH:38]=[CH:37][C:36]([F:39])=[CH:35][CH:34]=2)[C:11]([NH:13][C@H:14]2[N:20]=[C:19]([C:21]3[CH:26]=[CH:25][CH:24]=[CH:23][CH:22]=3)[C:18]3[CH:27]=[CH:28][CH:29]=[CH:30][C:17]=3[N:16]([CH3:31])[C:15]2=[O:32])=[O:12])[CH:5]=[CH:6][C:7]=1[F:8].CI.[CH3:44][Si](C)(C)[N-][Si](C)(C)C.[K+], predict the reaction product. The product is: [F:1][C:2]1[CH:3]=[C:4]([C@H:9]([CH2:40][O:41][CH3:44])[CH:10]([C:33]2[CH:38]=[CH:37][C:36]([F:39])=[CH:35][CH:34]=2)[C:11]([NH:13][CH:14]2[N:20]=[C:19]([C:21]3[CH:26]=[CH:25][CH:24]=[CH:23][CH:22]=3)[C:18]3[CH:27]=[CH:28][CH:29]=[CH:30][C:17]=3[N:16]([CH3:31])[C:15]2=[O:32])=[O:12])[CH:5]=[CH:6][C:7]=1[F:8]. (7) Given the reactants C(OC([N:11]1[CH2:16][CH2:15][CH2:14][C@@H:13]([C:17]2[N:25]3[C:20]([C:21]([NH2:26])=[N:22][CH:23]=[N:24]3)=[C:19]([C:27]3[CH:28]=[CH:29][C:30]4[C:34]([CH:35]=3)=[N:33][N:32]([CH2:36][C:37]3[CH:42]=[CH:41][CH:40]=[CH:39][CH:38]=3)[CH:31]=4)[CH:18]=2)[CH2:12]1)=O)C1C=CC=CC=1.Cl, predict the reaction product. The product is: [CH2:36]([N:32]1[CH:31]=[C:30]2[C:34]([CH:35]=[C:27]([C:19]3[CH:18]=[C:17]([C@@H:13]4[CH2:14][CH2:15][CH2:16][NH:11][CH2:12]4)[N:25]4[C:20]=3[C:21]([NH2:26])=[N:22][CH:23]=[N:24]4)[CH:28]=[CH:29]2)=[N:33]1)[C:37]1[CH:38]=[CH:39][CH:40]=[CH:41][CH:42]=1. (8) Given the reactants [CH3:1][C:2]1[C:7]([NH:8][C:9](=[O:15])[O:10][C:11]([CH3:14])([CH3:13])[CH3:12])=[C:6]([CH3:16])[N:5]=[C:4]([O:17][CH2:18][C:19]([N:21]([CH3:28])[CH:22]2[CH2:27][CH2:26][NH:25][CH2:24][CH2:23]2)=[O:20])[N:3]=1.[F:29][C:30]1[CH:37]=[CH:36][C:33]([CH2:34]Br)=[CH:32][CH:31]=1, predict the reaction product. The product is: [F:29][C:30]1[CH:37]=[CH:36][C:33]([CH2:34][N:25]2[CH2:24][CH2:23][CH:22]([N:21]([CH3:28])[C:19](=[O:20])[CH2:18][O:17][C:4]3[N:3]=[C:2]([CH3:1])[C:7]([NH:8][C:9](=[O:15])[O:10][C:11]([CH3:14])([CH3:12])[CH3:13])=[C:6]([CH3:16])[N:5]=3)[CH2:27][CH2:26]2)=[CH:32][CH:31]=1. (9) The product is: [C:13]([NH:12][C:9]1[CH:8]=[CH:7][C:6]([O:5][C:1]([N:46]2[CH2:47][CH2:48][N:43]([CH2:42][C:37]3[CH:38]=[CH:39][CH:40]=[CH:41][N:36]=3)[CH2:44][CH2:45]2)=[O:2])=[N:11][CH:10]=1)(=[O:20])[C:14]1[CH:19]=[CH:18][CH:17]=[CH:16][CH:15]=1. Given the reactants [C:1](Cl)(Cl)=[O:2].[OH:5][C:6]1[N:11]=[CH:10][C:9]([NH:12][C:13](=[O:20])[C:14]2[CH:19]=[CH:18][CH:17]=[CH:16][CH:15]=2)=[CH:8][CH:7]=1.C(N(CC)CC)C.N12CCN(CC1)CC2.[N:36]1[CH:41]=[CH:40][CH:39]=[CH:38][C:37]=1[CH2:42][N:43]1[CH2:48][CH2:47][NH:46][CH2:45][CH2:44]1, predict the reaction product.